Task: Binary Classification. Given a drug SMILES string, predict its activity (active/inactive) in a high-throughput screening assay against a specified biological target.. Dataset: KCNQ2 potassium channel screen with 302,405 compounds (1) The molecule is s1c(CNCC(O)c2ccccc2)ccc1C. The result is 0 (inactive). (2) The molecule is S(c1n(c(nn1)COc1ccccc1)CC=C)CC(=O)NCC(OCC)=O. The result is 0 (inactive).